Dataset: Full USPTO retrosynthesis dataset with 1.9M reactions from patents (1976-2016). Task: Predict the reactants needed to synthesize the given product. (1) Given the product [Br:1][C:2]1[CH:3]=[C:4]2[C:10]([C:23]3[CH:24]=[CH:25][CH:26]=[CH:27][C:22]=3[O:21][CH3:20])=[N:9][N:8]([CH2:12][O:13][CH2:14][CH2:15][Si:16]([CH3:19])([CH3:18])[CH3:17])[C:5]2=[N:6][CH:7]=1, predict the reactants needed to synthesize it. The reactants are: [Br:1][C:2]1[CH:3]=[C:4]2[C:10](I)=[N:9][N:8]([CH2:12][O:13][CH2:14][CH2:15][Si:16]([CH3:19])([CH3:18])[CH3:17])[C:5]2=[N:6][CH:7]=1.[CH3:20][O:21][C:22]1[CH:27]=[CH:26][CH:25]=[CH:24][C:23]=1B(O)O.C(=O)([O-])[O-].[Na+].[Na+].C(=O)(O)[O-].[Na+]. (2) Given the product [CH2:6]([O:10][C:11]1[CH:16]=[C:15]([N:27]2[CH2:28][CH2:29][C:25]([CH3:30])([CH3:24])[CH2:26]2)[N:14]=[CH:13][N:12]=1)[C:7]#[C:8][CH3:9], predict the reactants needed to synthesize it. The reactants are: CN(C)C=O.[CH2:6]([O:10][C:11]1[CH:16]=[C:15](Cl)[N:14]=[CH:13][N:12]=1)[C:7]#[C:8][CH3:9].C(=O)([O-])[O-].[K+].[K+].[CH3:24][C:25]1([CH3:30])[CH2:29][CH2:28][NH:27][CH2:26]1. (3) Given the product [CH3:16][O:17][C:18]1[CH:26]=[CH:25][C:21]([CH2:22][NH:23]/[N:24]=[C:8](\[C:5]2[CH:6]=[CH:7][C:2]([CH3:1])=[CH:3][CH:4]=2)/[C:10]2[CH:15]=[CH:14][CH:13]=[CH:12][CH:11]=2)=[CH:20][CH:19]=1, predict the reactants needed to synthesize it. The reactants are: [CH3:1][C:2]1[CH:7]=[CH:6][C:5]([C:8]([C:10]2[CH:15]=[CH:14][CH:13]=[CH:12][CH:11]=2)=O)=[CH:4][CH:3]=1.[CH3:16][O:17][C:18]1[CH:26]=[CH:25][C:21]([CH2:22][NH:23][NH2:24])=[CH:20][CH:19]=1.C(O)(=O)C. (4) Given the product [I:3][C:4]1[CH:5]=[N:6][N:7]([CH2:10][CH2:11][N:12]2[CH2:16][CH2:15][CH2:14][CH2:13]2)[CH:8]=1, predict the reactants needed to synthesize it. The reactants are: [H-].[Na+].[I:3][C:4]1[CH:5]=[N:6][NH:7][CH:8]=1.Cl[CH2:10][CH2:11][N:12]1[CH2:16][CH2:15][CH2:14][CH2:13]1. (5) Given the product [Cl:1][C:2]1[CH:3]=[C:4]([CH:26]=[CH:27][C:28]=1[F:29])[CH2:5][C:6]1[S:7][C:8]2[CH:14]=[CH:13][CH:12]=[C:11]([C:15]3[CH:16]=[C:17]([CH:23]=[CH:24][CH:25]=3)[C:18]([OH:20])=[O:19])[C:9]=2[CH:10]=1.[Cl:30][C:31]1[CH:32]=[C:33]([CH:53]=[CH:54][C:55]=1[F:56])[CH2:34][C:35]1[S:36][C:37]2[CH:43]=[CH:42][CH:41]=[C:40]([C:44]3[CH:45]=[C:46]([CH:50]=[CH:51][CH:52]=3)[C:47]([NH:61][CH2:60][CH2:59][O:58][CH3:57])=[O:48])[C:38]=2[CH:39]=1, predict the reactants needed to synthesize it. The reactants are: [Cl:1][C:2]1[CH:3]=[C:4]([CH:26]=[CH:27][C:28]=1[F:29])[CH2:5][C:6]1[S:7][C:8]2[CH:14]=[CH:13][CH:12]=[C:11]([C:15]3[CH:16]=[C:17]([CH:23]=[CH:24][CH:25]=3)[C:18]([O:20]CC)=[O:19])[C:9]=2[CH:10]=1.[Cl:30][C:31]1[CH:32]=[C:33]([CH:53]=[CH:54][C:55]=1[F:56])[CH2:34][C:35]1[S:36][C:37]2[CH:43]=[CH:42][CH:41]=[C:40]([C:44]3[CH:45]=[C:46]([CH:50]=[CH:51][CH:52]=3)[C:47](O)=[O:48])[C:38]=2[CH:39]=1.[CH3:57][O:58][CH2:59][CH2:60][NH2:61]. (6) Given the product [I:28][C:21]1[N:20]=[CH:19][N:18]=[C:17]2[C:22]=1[N:23]=[CH:24][N:16]2[C@H:7]1[C@@H:5]2[O:6][C:2]([CH3:26])([CH3:1])[O:3][C@@H:4]2[C@@H:9]([CH2:10][NH:11][S:12]([NH2:15])(=[O:14])=[O:13])[O:8]1, predict the reactants needed to synthesize it. The reactants are: [CH3:1][C:2]1([CH3:26])[O:6][C@H:5]2[C@H:7]([N:16]3[CH:24]=[N:23][C:22]4[C:17]3=[N:18][CH:19]=[N:20][C:21]=4Cl)[O:8][C@H:9]([CH2:10][NH:11][S:12]([NH2:15])(=[O:14])=[O:13])[C@H:4]2[O:3]1.[Na+].[I-:28].FC(F)(F)C(O)=O. (7) Given the product [Br:1][C:2]1[CH:3]=[C:4]2[C:12](=[C:13]([C:15]([NH2:16])=[O:17])[CH:14]=1)[NH:11][C:10]1[CH2:9][CH2:8][CH:7]([C:18]([N:36]3[CH2:41][CH2:40][O:39][CH2:38][CH2:37]3)=[O:19])[CH2:6][C:5]2=1, predict the reactants needed to synthesize it. The reactants are: [Br:1][C:2]1[CH:3]=[C:4]2[C:12](=[C:13]([C:15](=[O:17])[NH2:16])[CH:14]=1)[NH:11][C:10]1[CH2:9][CH2:8][CH:7]([C:18](O)=[O:19])[CH2:6][C:5]2=1.C(Cl)CCl.O.ON1C2C=CC=CC=2N=N1.[NH:36]1[CH2:41][CH2:40][O:39][CH2:38][CH2:37]1.